Dataset: Full USPTO retrosynthesis dataset with 1.9M reactions from patents (1976-2016). Task: Predict the reactants needed to synthesize the given product. (1) Given the product [C:1]([C:3]1[CH:4]=[CH:5][C:6]([CH2:7][NH:8][C:9](=[O:21])[CH:10]([C:13]2[CH:18]=[CH:17][C:16]([O:19][CH2:32][CH2:31][O:24][C:25]3[CH:30]=[CH:29][CH:28]=[CH:27][CH:26]=3)=[CH:15][C:14]=2[F:20])[O:11][CH3:12])=[CH:22][CH:23]=1)#[N:2], predict the reactants needed to synthesize it. The reactants are: [C:1]([C:3]1[CH:23]=[CH:22][C:6]([CH2:7][NH:8][C:9](=[O:21])[CH:10]([C:13]2[CH:18]=[CH:17][C:16]([OH:19])=[CH:15][C:14]=2[F:20])[O:11][CH3:12])=[CH:5][CH:4]=1)#[N:2].[O:24]([CH2:31][CH2:32]O)[C:25]1[CH:30]=[CH:29][CH:28]=[CH:27][CH:26]=1.N(C(OCC)=O)=NC(OCC)=O.C1(P(C2C=CC=CC=2)C2C=CC=CC=2)C=CC=CC=1. (2) Given the product [C:1]([O:5][C:6](=[O:19])[NH:7][C@H:8]([C:16](=[O:18])[NH2:17])[CH2:9][C:10]1[CH:15]=[CH:14][C:13]([C:26]2[S:25](=[O:31])(=[O:32])[N:24]([C:20]([CH3:22])([CH3:21])[CH3:23])[C:28](=[O:29])[CH:27]=2)=[CH:12][CH:11]=1)([CH3:4])([CH3:2])[CH3:3], predict the reactants needed to synthesize it. The reactants are: [C:1]([O:5][C:6](=[O:19])[NH:7][C@H:8]([C:16](=[O:18])[NH2:17])[CH2:9][C:10]1[CH:15]=[CH:14][CH:13]=[CH:12][CH:11]=1)([CH3:4])([CH3:3])[CH3:2].[C:20]([N:24]1[C:28](=[O:29])[CH:27]=[C:26](Cl)[S:25]1(=[O:32])=[O:31])([CH3:23])([CH3:22])[CH3:21]. (3) Given the product [CH:28]1([NH:34][C:35](=[O:36])[N:9]([CH2:8][CH2:7][N:1]2[CH2:6][CH2:5][CH2:4][CH2:3][CH2:2]2)[CH2:10][C:11]2[CH:16]=[CH:15][CH:14]=[C:13]([O:17][C:18]3[CH:23]=[CH:22][CH:21]=[C:20]([C:24]([F:25])([F:26])[F:27])[CH:19]=3)[CH:12]=2)[CH2:33][CH2:32][CH2:31][CH2:30][CH2:29]1, predict the reactants needed to synthesize it. The reactants are: [N:1]1([CH2:7][CH2:8][NH:9][CH2:10][C:11]2[CH:16]=[CH:15][CH:14]=[C:13]([O:17][C:18]3[CH:23]=[CH:22][CH:21]=[C:20]([C:24]([F:27])([F:26])[F:25])[CH:19]=3)[CH:12]=2)[CH2:6][CH2:5][CH2:4][CH2:3][CH2:2]1.[CH:28]1([N:34]=[C:35]=[O:36])[CH2:33][CH2:32][CH2:31][CH2:30][CH2:29]1. (4) The reactants are: C[O:2][C:3]1[C:12]2[C:7](=[CH:8][CH:9]=[CH:10][CH:11]=2)[C:6]([N+:13]([O-:15])=[O:14])=[CH:5][CH:4]=1.[Na+].[I-]. Given the product [N+:13]([C:6]1[C:7]2[C:12](=[CH:11][CH:10]=[CH:9][CH:8]=2)[C:3]([OH:2])=[CH:4][CH:5]=1)([O-:15])=[O:14], predict the reactants needed to synthesize it.